Dataset: Peptide-MHC class I binding affinity with 185,985 pairs from IEDB/IMGT. Task: Regression. Given a peptide amino acid sequence and an MHC pseudo amino acid sequence, predict their binding affinity value. This is MHC class I binding data. (1) The peptide sequence is SGMDSMKIL. The MHC is H-2-Db with pseudo-sequence H-2-Db. The binding affinity (normalized) is 0. (2) The peptide sequence is WVRQAPGKGL. The MHC is HLA-A01:01 with pseudo-sequence HLA-A01:01. The binding affinity (normalized) is 0. (3) The peptide sequence is YTPLNYSKF. The MHC is HLA-B07:02 with pseudo-sequence HLA-B07:02. The binding affinity (normalized) is 0.0847. (4) The peptide sequence is PYCTIAPVGI. The MHC is HLA-A23:01 with pseudo-sequence HLA-A23:01. The binding affinity (normalized) is 0.429. (5) The peptide sequence is ITAIYVFCI. The MHC is HLA-A02:03 with pseudo-sequence HLA-A02:03. The binding affinity (normalized) is 0.585. (6) The peptide sequence is HEWKIPLLI. The MHC is HLA-B40:01 with pseudo-sequence HLA-B40:01. The binding affinity (normalized) is 0.787. (7) The peptide sequence is TMEIEDQEYH. The MHC is HLA-A31:01 with pseudo-sequence HLA-A31:01. The binding affinity (normalized) is 0. (8) The peptide sequence is NTSMAMTCIA. The MHC is HLA-B57:01 with pseudo-sequence HLA-B57:01. The binding affinity (normalized) is 0.134. (9) The peptide sequence is SSLQSKHRK. The MHC is Patr-A0101 with pseudo-sequence Patr-A0101. The binding affinity (normalized) is 0.134.